Dataset: Full USPTO retrosynthesis dataset with 1.9M reactions from patents (1976-2016). Task: Predict the reactants needed to synthesize the given product. (1) Given the product [CH3:25][N:24]1[CH2:7][CH2:6][N:5]([CH2:8][C:9]2[CH:14]=[CH:13][C:12]([C:15]3[CH:18]=[N:22][NH:21][C:16]=3[NH2:17])=[CH:11][CH:10]=2)[CH2:4][CH2:3]1, predict the reactants needed to synthesize it. The reactants are: CN1[CH2:7][CH2:6][N:5]([CH2:8][C:9]2[CH:14]=[CH:13][C:12]([CH:15]([CH:18]=O)[C:16]#[N:17])=[CH:11][CH:10]=2)[CH2:4][CH2:3]1.O.[NH2:21][NH2:22].Cl.[NH3:24].[C:25](O)(=O)C. (2) Given the product [C@@H:6]1([O:24][C:25]2[C:29]([CH2:30][C:31]3[CH:32]=[CH:33][C:34]([O:37][CH2:38][CH2:39][CH2:40][N:53]([C:47]4[CH:46]=[N:45][CH:50]=[CH:49][CH:48]=4)[CH3:54])=[CH:35][CH:36]=3)=[C:28]([CH:42]([CH3:43])[CH3:44])[NH:27][N:26]=2)[O:7][C@H:8]([CH2:19][OH:20])[C@@H:9]([OH:15])[C@H:10]([OH:11])[C@H:5]1[OH:4], predict the reactants needed to synthesize it. The reactants are: C([O:4][C@@H:5]1[C@@H:10]([O:11]C(=O)C)[C@H:9]([O:15]C(=O)C)[C@@H:8]([CH2:19][O:20]C(=O)C)[O:7][C@H:6]1[O:24][C:25]1[C:29]([CH2:30][C:31]2[CH:36]=[CH:35][C:34]([O:37][CH2:38][CH2:39][CH2:40]O)=[CH:33][CH:32]=2)=[C:28]([CH:42]([CH3:44])[CH3:43])[NH:27][N:26]=1)(=O)C.[N:45]1[CH:50]=[CH:49][CH:48]=[C:47](CN)[CH:46]=1.[NH2:53][C:54](C)(C)CO.